From a dataset of Catalyst prediction with 721,799 reactions and 888 catalyst types from USPTO. Predict which catalyst facilitates the given reaction. (1) The catalyst class is: 3. Reactant: [CH3:1][O:2][C:3]([C:5]1[C:13]2[N:12]=[C:11]([CH2:14][O:15]C(=O)C)[NH:10][C:9]=2[CH:8]=[CH:7][CH:6]=1)=[O:4].C(=O)([O-])[O-].[Cs+].[Cs+].[CH2:25](I)[CH2:26][CH:27]([CH3:29])[CH3:28].C(Cl)(=O)C. Product: [CH3:1][O:2][C:3]([C:5]1[C:13]2[N:12]=[C:11]([CH2:14][OH:15])[N:10]([CH2:25][CH2:26][CH:27]([CH3:29])[CH3:28])[C:9]=2[CH:8]=[CH:7][CH:6]=1)=[O:4]. (2) Reactant: [NH2:1][C:2]1[C:3]([NH:13][CH2:14][CH2:15][CH2:16][OH:17])=[C:4]([CH:9]=[CH:10][C:11]=1[Cl:12])[C:5]([O:7][CH3:8])=[O:6].C(N(CC)CC)C.C([O:28][CH:29]([C:33]1[CH:38]=[CH:37][C:36]([Cl:39])=[CH:35][C:34]=1[Cl:40])[C:30](Cl)=O)(=O)C.C(=O)([O-])[O-].[K+].[K+]. Product: [Cl:12][C:11]1[C:2]2[N:1]=[C:30]([CH:29]([C:33]3[CH:38]=[CH:37][C:36]([Cl:39])=[CH:35][C:34]=3[Cl:40])[OH:28])[N:13]([CH2:14][CH2:15][CH2:16][OH:17])[C:3]=2[C:4]([C:5]([O:7][CH3:8])=[O:6])=[CH:9][CH:10]=1. The catalyst class is: 54. (3) The catalyst class is: 23. Product: [CH2:9]([N:16]1[CH2:17][CH:18]2[CH2:24][CH:22]([CH2:21][N:20]([S:5]([CH2:1][CH2:2][CH2:3][CH3:4])(=[O:7])=[O:6])[CH2:19]2)[CH2:23]1)[C:10]1[CH:15]=[CH:14][CH:13]=[CH:12][CH:11]=1. Reactant: [CH2:1]([S:5](Cl)(=[O:7])=[O:6])[CH2:2][CH2:3][CH3:4].[CH2:9]([N:16]1[CH2:23][CH:22]2[CH2:24][CH:18]([CH2:19][NH:20][CH2:21]2)[CH2:17]1)[C:10]1[CH:15]=[CH:14][CH:13]=[CH:12][CH:11]=1.C([O-])([O-])=O.[K+].[K+]. (4) Reactant: [CH3:1][C:2]([CH3:30])([CH3:29])[C:3]([O:5][C:6]1[CH:11]=[CH:10][C:9]([C:12]([O:14]CC2C=CC=CC=2)=[O:13])=[C:8]([O:22][C:23](=[O:28])[C:24]([CH3:27])([CH3:26])[CH3:25])[CH:7]=1)=[O:4]. Product: [C:23]([O:22][C:8]1[CH:7]=[C:6]([O:5][C:3](=[O:4])[C:2]([CH3:30])([CH3:29])[CH3:1])[CH:11]=[CH:10][C:9]=1[C:12]([OH:14])=[O:13])(=[O:28])[C:24]([CH3:27])([CH3:26])[CH3:25]. The catalyst class is: 25. (5) The catalyst class is: 3. Product: [Cl:1][C:2]1[CH:7]=[CH:6][C:5]([C:8]#[C:9][CH2:10][CH2:11][CH2:12][C:13]2([S:20]([C:23]3[CH:24]=[CH:25][C:26]([O:29][CH3:30])=[CH:27][CH:28]=3)(=[O:22])=[O:21])[S:17][C:16](=[O:18])[N:15]([CH3:33])[C:14]2=[O:19])=[CH:4][CH:3]=1. Reactant: [Cl:1][C:2]1[CH:7]=[CH:6][C:5]([C:8]#[C:9][CH2:10][CH2:11][CH2:12][C:13]2([S:20]([C:23]3[CH:28]=[CH:27][C:26]([O:29][CH3:30])=[CH:25][CH:24]=3)(=[O:22])=[O:21])[S:17][C:16](=[O:18])[NH:15][C:14]2=[O:19])=[CH:4][CH:3]=1.[H-].[Na+].[CH3:33]I. (6) Reactant: FC(F)(F)C(O)=O.[F:8][C:9]1[CH:14]=[C:13]([N:15]2[CH:19]=[N:18][N:17]=[N:16]2)[CH:12]=[CH:11][C:10]=1[C:20]1[CH:21]=[CH:22][C:23]2[O:27][C:26]([CH:28]3[CH2:33][CH2:32][NH:31][CH2:30][CH2:29]3)=[N:25][C:24]=2[CH:34]=1.[C:35](O)(=[O:40])[CH2:36][CH:37]([CH3:39])[CH3:38].CCN=C=NCCCN(C)C.Cl.C1C=CC2N(O)N=NC=2C=1. Product: [F:8][C:9]1[CH:14]=[C:13]([N:15]2[CH:19]=[N:18][N:17]=[N:16]2)[CH:12]=[CH:11][C:10]=1[C:20]1[CH:21]=[CH:22][C:23]2[O:27][C:26]([CH:28]3[CH2:29][CH2:30][N:31]([C:35](=[O:40])[CH2:36][CH:37]([CH3:39])[CH3:38])[CH2:32][CH2:33]3)=[N:25][C:24]=2[CH:34]=1. The catalyst class is: 173. (7) The catalyst class is: 9. Product: [CH3:18][C:19]1[N:20]([C:2]2[N:3]=[CH:4][C:5]([C:8]([OH:10])=[O:9])=[N:6][CH:7]=2)[CH:21]=[CH:22][N:23]=1. Reactant: Cl[C:2]1[N:3]=[CH:4][C:5]([C:8]([O:10]C)=[O:9])=[N:6][CH:7]=1.C([O-])([O-])=O.[K+].[K+].[CH3:18][C:19]1[NH:20][CH:21]=[CH:22][N:23]=1.